From a dataset of Forward reaction prediction with 1.9M reactions from USPTO patents (1976-2016). Predict the product of the given reaction. (1) Given the reactants [CH2:1]([O:8][C@@H:9]1[C:13]([CH2:20][O:21][S:22]([CH3:25])(=[O:24])=[O:23])([CH2:14][O:15][S:16]([CH3:19])(=[O:18])=[O:17])[O:12][C@@H:11]([N:26]2[CH:34]=[N:33][C:32]3[C:27]2=[N:28][CH:29]=[N:30][C:31]=3[NH:35][C:36](=[O:43])[C:37]2[CH:42]=[CH:41][CH:40]=[CH:39][CH:38]=2)[C@H:10]1I)[C:2]1[CH:7]=[CH:6][CH:5]=[CH:4][CH:3]=1.[N-:45]=[N+:46]=[N-:47].[Na+].[N-]=[N+]=[N-], predict the reaction product. The product is: [N:45]([C@@H:10]1[C@H:9]([O:8][CH2:1][C:2]2[CH:7]=[CH:6][CH:5]=[CH:4][CH:3]=2)[C:13]([CH2:20][O:21][S:22]([CH3:25])(=[O:24])=[O:23])([CH2:14][O:15][S:16]([CH3:19])(=[O:18])=[O:17])[O:12][C@H:11]1[N:26]1[CH:34]=[N:33][C:32]2[C:27]1=[N:28][CH:29]=[N:30][C:31]=2[NH:35][C:36](=[O:43])[C:37]1[CH:42]=[CH:41][CH:40]=[CH:39][CH:38]=1)=[N+:46]=[N-:47]. (2) Given the reactants [Cl:1][C:2]1[CH:3]=[N:4][CH:5]=[C:6]([Cl:10])[C:7]=1[CH:8]=[O:9].[N+:11]([CH3:14])([O-:13])=[O:12].C[O-].[Na+], predict the reaction product. The product is: [Cl:1][C:2]1[CH:3]=[N:4][CH:5]=[C:6]([Cl:10])[C:7]=1[CH:8]([OH:9])[CH2:14][N+:11]([O-:13])=[O:12]. (3) The product is: [OH:1][C:2]1[CH:10]=[CH:9][C:5]([C:6]([O:8][CH3:21])=[O:7])=[C:4]([C:11]([F:12])([F:13])[F:14])[CH:3]=1. Given the reactants [OH:1][C:2]1[CH:10]=[CH:9][C:5]([C:6]([OH:8])=[O:7])=[C:4]([C:11]([F:14])([F:13])[F:12])[CH:3]=1.S(=O)(=O)(O)O.O.[CH3:21]O, predict the reaction product. (4) Given the reactants [Cl:1][C:2]1[CH:3]=[C:4]([NH:13][CH:14]2[CH2:18][CH2:17][CH2:16][CH2:15]2)[C:5]([CH3:12])=[C:6]([CH:11]=1)[C:7]([O:9][CH3:10])=[O:8].[H-].[Na+].[CH2:21](Br)[CH:22]=[CH2:23], predict the reaction product. The product is: [CH2:23]([N:13]([CH:14]1[CH2:18][CH2:17][CH2:16][CH2:15]1)[C:4]1[C:5]([CH3:12])=[C:6]([CH:11]=[C:2]([Cl:1])[CH:3]=1)[C:7]([O:9][CH3:10])=[O:8])[CH:22]=[CH2:21]. (5) Given the reactants [H-].[H-].[H-].[H-].[Li+].[Al+3].[C:7]1([C:30]2[CH:35]=[CH:34][CH:33]=[CH:32][CH:31]=2)[CH:12]=[CH:11][C:10]([C:13]([NH:22][C:23](=O)OC(C)(C)C)([CH3:21])[C:14](=O)[N:15]2[CH2:19][CH2:18][CH2:17][CH2:16]2)=[CH:9][CH:8]=1.O.[F-].[Na+], predict the reaction product. The product is: [C:7]1([C:30]2[CH:31]=[CH:32][CH:33]=[CH:34][CH:35]=2)[CH:12]=[CH:11][C:10]([C:13]([NH:22][CH3:23])([CH3:21])[CH2:14][N:15]2[CH2:19][CH2:18][CH2:17][CH2:16]2)=[CH:9][CH:8]=1. (6) The product is: [Cl:1][C:2]1[CH:7]=[C:6]([Cl:8])[CH:5]=[CH:4][C:3]=1[C:9]1[O:10][C:11]2[CH:17]=[CH:16][C:15]([OH:18])=[CH:14][C:12]=2[N:13]=1. Given the reactants [Cl:1][C:2]1[CH:7]=[C:6]([Cl:8])[CH:5]=[CH:4][C:3]=1[C:9]1[O:10][C:11]2[CH:17]=[CH:16][C:15]([O:18]C)=[CH:14][C:12]=2[N:13]=1.B(Br)(Br)Br, predict the reaction product. (7) Given the reactants [CH2:12]([Sn]([CH2:12][CH2:13][CH2:14][CH3:15])([CH2:12][CH2:13][CH2:14][CH3:15])C=C)[CH2:13][CH2:14][CH3:15].[Li+].[Cl-].[CH2:18]([O:20][C@@H:21]([CH2:27][C:28]1[CH:33]=CC(OS(C(F)(F)F)(=O)=O)=[CH:30][CH:29]=1)[C:22]([O:24][CH2:25][CH3:26])=[O:23])[CH3:19].O, predict the reaction product. The product is: [CH2:18]([O:20][C@@H:21]([CH2:27][C:28]1[CH:33]=[CH:12][C:13]([CH:14]=[CH2:15])=[CH:30][CH:29]=1)[C:22]([O:24][CH2:25][CH3:26])=[O:23])[CH3:19].